Dataset: Reaction yield outcomes from USPTO patents with 853,638 reactions. Task: Predict the reaction yield, written as a fraction of the theoretical maximum amount of product (1.0 means a 100% yield; for example, 0.34 means a 34% yield). (1) The reactants are [Br:1][C:2]1[CH:3]=[CH:4][C:5]([C:9]([OH:11])=[O:10])=[N:6][C:7]=1Cl.[OH-].[K+].[O:14]1[CH2:18][CH2:17][CH2:16][CH:15]1[CH2:19][OH:20].[OH-].[Na+]. The catalyst is CS(C)=O. The product is [Br:1][C:2]1[CH:3]=[CH:4][C:5]([C:9]([OH:11])=[O:10])=[N:6][C:7]=1[O:20][CH2:19][CH:15]1[CH2:16][CH2:17][CH2:18][O:14]1. The yield is 0.990. (2) The reactants are [OH:1][CH:2]([C:13]1[CH:18]=[CH:17][CH:16]=[CH:15][C:14]=1[O:19][CH3:20])[CH2:3][O:4][C:5]1[CH:12]=[CH:11][C:8]([CH:9]=O)=[CH:7][CH:6]=1.[S:21]1[CH2:25][C:24](=[O:26])[NH:23][C:22]1=[O:27].N1CCCCC1. The catalyst is CCO. The product is [OH:1][CH:2]([C:13]1[CH:18]=[CH:17][CH:16]=[CH:15][C:14]=1[O:19][CH3:20])[CH2:3][O:4][C:5]1[CH:12]=[CH:11][C:8](/[CH:9]=[C:25]2/[C:24](=[O:26])[NH:23][C:22](=[O:27])[S:21]/2)=[CH:7][CH:6]=1. The yield is 0.800. (3) The reactants are C([O:3][C:4](=[O:25])[CH2:5][CH2:6][C:7]1[CH:12]=[CH:11][C:10]([O:13][CH2:14][CH2:15][C@@H:16]([O:18]S(C)(=O)=O)[CH3:17])=[CH:9][C:8]=1[CH2:23][CH3:24])C.[CH2:26]([C:28]1[CH:33]=[CH:32][C:31](O)=[C:30]([O:35][C:36]2[CH:41]=[CH:40][CH:39]=[CH:38][CH:37]=2)[CH:29]=1)[CH3:27].C(=O)([O-])[O-].[Cs+].[Cs+].[OH-].[Na+]. The catalyst is CN(C=O)C. The product is [CH2:23]([C:8]1[CH:9]=[C:10]([O:13][CH2:14][CH2:15][C@H:16]([O:18][C:31]2[CH:32]=[CH:33][C:28]([CH2:26][CH3:27])=[CH:29][C:30]=2[O:35][C:36]2[CH:37]=[CH:38][CH:39]=[CH:40][CH:41]=2)[CH3:17])[CH:11]=[CH:12][C:7]=1[CH2:6][CH2:5][C:4]([OH:3])=[O:25])[CH3:24]. The yield is 0.480. (4) The reactants are [N+:1]([C:4]1[CH:5]=[C:6]([NH2:10])[CH:7]=[CH:8][CH:9]=1)([O-:3])=[O:2].[N:11]([O-])=O.[Na+].[Cl:15][Sn]Cl.O. The catalyst is O.Cl. The product is [ClH:15].[N+:1]([C:4]1[CH:5]=[C:6]([NH:10][NH2:11])[CH:7]=[CH:8][CH:9]=1)([O-:3])=[O:2]. The yield is 0.730. (5) The product is [F:1][C:2]1[CH:7]=[CH:6][C:5]([N:8]2[C:11](=[O:12])[C@H:10]([S:13][CH2:14][CH:15]([OH:16])[C:17]3[CH:18]=[CH:19][C:20]([O:23][CH3:24])=[CH:21][CH:22]=3)[C@H:9]2[C:25]2[CH:26]=[CH:27][C:28]([O:29][CH2:30][C:31]([NH:33][CH2:34][C:35]([NH:37][C@@H:38]([C:42]([OH:44])=[O:43])[CH:39]([CH3:41])[CH3:40])=[O:36])=[O:32])=[CH:45][CH:46]=2)=[CH:4][CH:3]=1. The reactants are [F:1][C:2]1[CH:7]=[CH:6][C:5]([N:8]2[C:11](=[O:12])[C@H:10]([S:13][CH2:14][C:15]([C:17]3[CH:22]=[CH:21][C:20]([O:23][CH3:24])=[CH:19][CH:18]=3)=[O:16])[C@H:9]2[C:25]2[CH:46]=[CH:45][C:28]([O:29][CH2:30][C:31]([NH:33][CH2:34][C:35]([NH:37][C@@H:38]([C:42]([OH:44])=[O:43])[CH:39]([CH3:41])[CH3:40])=[O:36])=[O:32])=[CH:27][CH:26]=2)=[CH:4][CH:3]=1.[BH4-].[Na+]. The yield is 0.930. The catalyst is CO.C(O)(=O)C.